Task: Predict the reactants needed to synthesize the given product.. Dataset: Full USPTO retrosynthesis dataset with 1.9M reactions from patents (1976-2016) (1) Given the product [NH2:1][C:2]1[S:3][C:4]([C:17]2[CH:22]=[CH:21][CH:20]=[C:19]([F:23])[CH:18]=2)=[C:5]([C:7]([N:9]2[CH2:14][C@H:13]3[C@H:11]([CH2:12]3)[C@H:10]2[CH2:15][NH:16][C:31]([C:30]2[N:26]([CH2:24][CH3:25])[N:27]=[C:28]([CH3:34])[CH:29]=2)=[O:32])=[O:8])[N:6]=1, predict the reactants needed to synthesize it. The reactants are: [NH2:1][C:2]1[S:3][C:4]([C:17]2[CH:22]=[CH:21][CH:20]=[C:19]([F:23])[CH:18]=2)=[C:5]([C:7]([N:9]2[CH2:14][C@H:13]3[C@H:11]([CH2:12]3)[C@H:10]2[CH2:15][NH2:16])=[O:8])[N:6]=1.[CH2:24]([N:26]1[C:30]([C:31](O)=[O:32])=[CH:29][C:28]([CH3:34])=[N:27]1)[CH3:25]. (2) Given the product [I:14][C:10]1[CH:9]=[C:8]([CH:13]=[CH:12][CH:11]=1)[CH2:7][C:6]1([CH3:15])[NH:5][C:3](=[O:4])[CH2:2][O:17][CH2:16]1, predict the reactants needed to synthesize it. The reactants are: Cl[CH2:2][C:3]([NH:5][C:6]([CH2:16][OH:17])([CH3:15])[CH2:7][C:8]1[CH:13]=[CH:12][CH:11]=[C:10]([I:14])[CH:9]=1)=[O:4].CC([O-])(C)C.[K+].